Dataset: Forward reaction prediction with 1.9M reactions from USPTO patents (1976-2016). Task: Predict the product of the given reaction. (1) Given the reactants [CH2:1]([C:3]1[CH:4]=[C:5]([CH2:9][CH2:10][CH2:11][O:12]C2CCCCO2)[CH:6]=[CH:7][CH:8]=1)[CH3:2].O.C1(C)C=CC(S(O)(=O)=O)=CC=1.C(=O)([O-])O.[Na+], predict the reaction product. The product is: [CH2:1]([C:3]1[CH:4]=[C:5]([CH2:9][CH2:10][CH2:11][OH:12])[CH:6]=[CH:7][CH:8]=1)[CH3:2]. (2) Given the reactants [CH3:1][O:2][C:3]1[CH:22]=[CH:21][C:6]([CH2:7][NH:8][S:9]([C:12]2[CH:20]=[CH:19][C:15]([C:16]([OH:18])=[O:17])=[CH:14][CH:13]=2)(=[O:11])=[O:10])=[CH:5][CH:4]=1.[CH2:23](Br)[C:24]1[CH:29]=[CH:28][CH:27]=[CH:26][CH:25]=1.C(=O)([O-])[O-].[Cs+].[Cs+], predict the reaction product. The product is: [CH2:23]([N:8]([CH2:7][C:6]1[CH:5]=[CH:4][C:3]([O:2][CH3:1])=[CH:22][CH:21]=1)[S:9]([C:12]1[CH:20]=[CH:19][C:15]([C:16]([O:18][CH2:7][C:6]2[CH:21]=[CH:22][CH:3]=[CH:4][CH:5]=2)=[O:17])=[CH:14][CH:13]=1)(=[O:11])=[O:10])[C:24]1[CH:29]=[CH:28][CH:27]=[CH:26][CH:25]=1. (3) Given the reactants C(OC(=O)[NH:7][CH2:8][CH2:9][CH2:10][N:11]([CH2:16][C:17]1[CH:22]=[CH:21][CH:20]=[C:19]([C:23]2[CH:28]=[CH:27][N:26]=[C:25](Cl)[N:24]=2)[CH:18]=1)[S:12]([CH3:15])(=[O:14])=[O:13])(C)(C)C.[NH2:31][CH2:32][CH2:33][C:34]1[CH:39]=[CH:38][C:37]([NH:40][C:41](=[O:43])[CH3:42])=[CH:36][CH:35]=1, predict the reaction product. The product is: [NH2:7][CH2:8][CH2:9][CH2:10][N:11]([CH2:16][C:17]1[CH:18]=[C:19]([C:23]2[CH:28]=[CH:27][N:26]=[C:25]([NH:31][CH2:32][CH2:33][C:34]3[CH:39]=[CH:38][C:37]([NH:40][C:41](=[O:43])[CH3:42])=[CH:36][CH:35]=3)[N:24]=2)[CH:20]=[CH:21][CH:22]=1)[S:12]([CH3:15])(=[O:13])=[O:14]. (4) Given the reactants [O:1]=[CH:2][C@@H:3]([C@H:5]([C@H:7]([C@@H:9]([CH2:11][OH:12])[OH:10])[OH:8])[OH:6])[OH:4].[C:13]1(C)[CH:18]=CC(S(O)(=O)=O)=C[CH:14]=1, predict the reaction product. The product is: [O:1]([CH2:18][CH:13]=[CH2:14])[C@H:2]1[O:10][C@H:9]([CH2:11][OH:12])[C@H:7]([OH:8])[C@H:5]([OH:6])[C@H:3]1[OH:4]. (5) Given the reactants [O:1]=[C:2]([CH2:9][C:10]1[CH:15]=[CH:14][C:13]([O:16][CH2:17][C:18]2[CH:23]=[CH:22][CH:21]=[CH:20][C:19]=2[O:24][C:25]2[CH:30]=[CH:29][CH:28]=[CH:27][CH:26]=2)=[CH:12][CH:11]=1)[CH2:3][C:4](OCC)=[O:5].[Cl-].[OH:32][NH3+:33].[OH-].[Na+].Cl, predict the reaction product. The product is: [OH:32][NH:33][C:4](=[O:5])[CH2:3][C:2](=[O:1])[CH2:9][C:10]1[CH:15]=[CH:14][C:13]([O:16][CH2:17][C:18]2[CH:23]=[CH:22][CH:21]=[CH:20][C:19]=2[O:24][C:25]2[CH:30]=[CH:29][CH:28]=[CH:27][CH:26]=2)=[CH:12][CH:11]=1. (6) Given the reactants [Cr](Cl)([O-])(=O)=O.[NH+]1C=CC=CC=1.[C:12]12([CH2:22][OH:23])[CH2:21][CH:16]3[CH2:17][CH:18]([CH2:20][CH:14]([CH2:15]3)[CH2:13]1)[CH2:19]2, predict the reaction product. The product is: [C:12]12([CH:22]=[O:23])[CH2:19][CH:18]3[CH2:17][CH:16]([CH2:15][CH:14]([CH2:20]3)[CH2:13]1)[CH2:21]2. (7) Given the reactants [CH:1]([C:4]1[CH:9]=[CH:8][C:7]([CH:10]2[C:14]3[C:15]([CH3:33])=[C:16]([NH:21][C:22](=O)[CH2:23][C:24]4[CH:29]=[CH:28][C:27]([O:30][CH3:31])=[CH:26][CH:25]=4)[C:17]([CH3:20])=[C:18]([CH3:19])[C:13]=3[O:12][C:11]2([CH3:35])[CH3:34])=[CH:6][CH:5]=1)([CH3:3])[CH3:2], predict the reaction product. The product is: [CH:1]([C:4]1[CH:5]=[CH:6][C:7]([CH:10]2[C:14]3[C:15]([CH3:33])=[C:16]([NH:21][CH2:22][CH2:23][C:24]4[CH:25]=[CH:26][C:27]([O:30][CH3:31])=[CH:28][CH:29]=4)[C:17]([CH3:20])=[C:18]([CH3:19])[C:13]=3[O:12][C:11]2([CH3:35])[CH3:34])=[CH:8][CH:9]=1)([CH3:3])[CH3:2].